Dataset: Reaction yield outcomes from USPTO patents with 853,638 reactions. Task: Predict the reaction yield, written as a fraction of the theoretical maximum amount of product (1.0 means a 100% yield; for example, 0.34 means a 34% yield). The reactants are Br[CH2:2][CH:3]1[CH2:5][CH2:4]1.[I-].[Na+].[OH:8][C:9]1[CH:10]=[C:11]([CH:14]=[CH:15][C:16]=1[O:17][C:18]1[CH:27]=[CH:26][C:21]2[B:22]([OH:25])[O:23][CH2:24][C:20]=2[CH:19]=1)[C:12]#[N:13].[H-].[Na+]. The catalyst is O.CN(C)C=O. The product is [CH:5]1([CH2:4][O:8][C:9]2[CH:10]=[C:11]([CH:14]=[CH:15][C:16]=2[O:17][C:18]2[CH:27]=[CH:26][C:21]3[B:22]([OH:25])[O:23][CH2:24][C:20]=3[CH:19]=2)[C:12]#[N:13])[CH2:3][CH2:2]1. The yield is 0.370.